Dataset: Forward reaction prediction with 1.9M reactions from USPTO patents (1976-2016). Task: Predict the product of the given reaction. (1) Given the reactants [CH3:1][C:2]1[N:3]=[CH:4][NH:5][CH:6]=1.[H-].[Na+].F[C:10]1[CH:11]=[C:12]([CH:15]=[C:16]([C:18]([F:21])([F:20])[F:19])[CH:17]=1)[C:13]#[N:14].O, predict the reaction product. The product is: [CH3:1][C:2]1[N:3]=[CH:4][N:5]([C:10]2[CH:17]=[C:16]([C:18]([F:19])([F:21])[F:20])[CH:15]=[C:12]([CH:11]=2)[C:13]#[N:14])[CH:6]=1. (2) Given the reactants [CH2:1]([O:8][CH2:9][CH2:10][CH:11]([NH2:25])[CH:12]1[CH2:17][CH2:16][N:15]([C:18]([O:20][C:21]([CH3:24])([CH3:23])[CH3:22])=[O:19])[CH2:14][CH2:13]1)[C:2]1[CH:7]=[CH:6][CH:5]=[CH:4][CH:3]=1.[CH3:26][C:27]1[C:36]2[C:31](=[CH:32][CH:33]=[CH:34][CH:35]=2)[C:30]([S:37](Cl)(=[O:39])=[O:38])=[CH:29][CH:28]=1, predict the reaction product. The product is: [CH2:1]([O:8][CH2:9][CH2:10][CH:11]([NH:25][S:37]([C:30]1[C:31]2[C:36](=[CH:35][CH:34]=[CH:33][CH:32]=2)[C:27]([CH3:26])=[CH:28][CH:29]=1)(=[O:39])=[O:38])[CH:12]1[CH2:13][CH2:14][N:15]([C:18]([O:20][C:21]([CH3:22])([CH3:24])[CH3:23])=[O:19])[CH2:16][CH2:17]1)[C:2]1[CH:7]=[CH:6][CH:5]=[CH:4][CH:3]=1. (3) Given the reactants [Cl:1][C:2]1[C:7]([C:8]2[CH:13]=[CH:12][CH:11]=[CH:10][CH:9]=2)=[N:6][N:5]=[C:4]2[N:14]([CH2:23][C:24]([OH:26])=O)[N:15]=[C:16]([C:17]3[CH:22]=[CH:21][CH:20]=[CH:19][CH:18]=3)[C:3]=12.[CH3:27][N:28]1[CH2:33][CH2:32][CH:31]([NH2:34])[CH2:30][CH2:29]1.C(N(C(C)C)CC)(C)C.F[P-](F)(F)(F)(F)F.N1(OC(N(C)C)=[N+](C)C)C2N=CC=CC=2N=N1, predict the reaction product. The product is: [Cl:1][C:2]1[C:7]([C:8]2[CH:9]=[CH:10][CH:11]=[CH:12][CH:13]=2)=[N:6][N:5]=[C:4]2[N:14]([CH2:23][C:24]([NH:34][CH:31]3[CH2:32][CH2:33][N:28]([CH3:27])[CH2:29][CH2:30]3)=[O:26])[N:15]=[C:16]([C:17]3[CH:22]=[CH:21][CH:20]=[CH:19][CH:18]=3)[C:3]=12. (4) Given the reactants [F:1][C:2]1[CH:7]=[C:6]([F:8])[CH:5]=[CH:4][C:3]=1[C:9]1[N:14]=[C:13]([CH:15]([C:24]2[CH:25]=[C:26]([CH:29]=[CH:30][C:31]=2[F:32])[C:27]#[N:28])[C:16](=[O:23])[C:17]#[C:18][Si](C)(C)C)[CH:12]=[CH:11][CH:10]=1.CCCC[N+](CCCC)(CCCC)CCCC.[F-].[NH4+].[Cl-], predict the reaction product. The product is: [F:1][C:2]1[CH:7]=[C:6]([F:8])[CH:5]=[CH:4][C:3]=1[C:9]1[N:14]=[C:13]([CH:15]([C:24]2[CH:25]=[C:26]([CH:29]=[CH:30][C:31]=2[F:32])[C:27]#[N:28])[C:16](=[O:23])[C:17]#[CH:18])[CH:12]=[CH:11][CH:10]=1.